The task is: Predict the product of the given reaction.. This data is from Forward reaction prediction with 1.9M reactions from USPTO patents (1976-2016). (1) Given the reactants [O:1]=[CH:2][C:3](=[CH2:5])[CH3:4].[O:6]=O.[OH2:8], predict the reaction product. The product is: [C:2]([OH:6])(=[O:1])[C:3]([CH3:4])=[CH2:5].[C:2]([OH:1])(=[O:8])[CH:3]=[CH2:4]. (2) Given the reactants [CH3:1][N:2]([CH2:4][C:5]1[C:13]2[O:12][N:11]=[C:10]([CH2:14][CH2:15][CH:16]3[CH2:21][CH2:20][N:19]([CH2:22][CH:23]4[O:27][CH2:26][CH2:25][O:24]4)[CH2:18][CH2:17]3)[C:9]=2[CH:8]=[CH:7][C:6]=1[O:28][CH2:29][C:30]1[CH:35]=[CH:34][CH:33]=[CH:32][CH:31]=1)[CH3:3].[C:36]([OH:43])(=[O:42])/[CH:37]=[CH:38]/[C:39]([OH:41])=[O:40], predict the reaction product. The product is: [C:36]([OH:43])(=[O:42])/[CH:37]=[CH:38]/[C:39]([OH:41])=[O:40].[CH3:1][N:2]([CH2:4][C:5]1[C:13]2[O:12][N:11]=[C:10]([CH2:14][CH2:15][CH:16]3[CH2:21][CH2:20][N:19]([CH2:22][CH:23]4[O:24][CH2:25][CH2:26][O:27]4)[CH2:18][CH2:17]3)[C:9]=2[CH:8]=[CH:7][C:6]=1[O:28][CH2:29][C:30]1[CH:35]=[CH:34][CH:33]=[CH:32][CH:31]=1)[CH3:3].